Task: Binary Classification. Given a drug SMILES string, predict its activity (active/inactive) in a high-throughput screening assay against a specified biological target.. Dataset: KCNQ2 potassium channel screen with 302,405 compounds (1) The compound is S=C(Nc1ccccc1)NNC(OC)=O. The result is 0 (inactive). (2) The drug is s1c(nc(COC(=O)/C=C\C)c1)CC(=O)Nc1c(cccc1)C. The result is 0 (inactive). (3) The compound is S(c1n(Cc2occc2)c(nn1)c1cccnc1)CC. The result is 0 (inactive).